This data is from Reaction yield outcomes from USPTO patents with 853,638 reactions. The task is: Predict the reaction yield, written as a fraction of the theoretical maximum amount of product (1.0 means a 100% yield; for example, 0.34 means a 34% yield). (1) The reactants are Br[C:2]1[C:7](=[O:8])[N:6]([CH2:9][C:10]2[CH:15]=[CH:14][C:13]([C:16]3[C:17]([C:22]#[N:23])=[CH:18][CH:19]=[CH:20][CH:21]=3)=[CH:12][CH:11]=2)[C:5]([CH2:24][CH2:25][CH2:26][CH3:27])=[N:4][C:3]=1[CH3:28].[O:29]1[C:33]2[CH:34]=[CH:35][C:36](B(O)O)=[CH:37][C:32]=2[CH2:31][CH2:30]1.C(=O)([O-])[O-].[Cs+].[Cs+]. The catalyst is O1CCOCC1.C(OCC)(=O)C.C1C=CC(P(C2C=CC=CC=2)[C-]2C=CC=C2)=CC=1.C1C=CC(P(C2C=CC=CC=2)[C-]2C=CC=C2)=CC=1.Cl[Pd]Cl.[Fe+2]. The product is [CH2:24]([C:5]1[N:6]([CH2:9][C:10]2[CH:15]=[CH:14][C:13]([C:16]3[C:17]([C:22]#[N:23])=[CH:18][CH:19]=[CH:20][CH:21]=3)=[CH:12][CH:11]=2)[C:7](=[O:8])[C:2]([C:36]2[CH:35]=[CH:34][C:33]3[O:29][CH2:30][CH2:31][C:32]=3[CH:37]=2)=[C:3]([CH3:28])[N:4]=1)[CH2:25][CH2:26][CH3:27]. The yield is 0.720. (2) The catalyst is C(O)C.[Pd]. The product is [NH2:1][C:4]1[CH:13]=[C:12]2[C:7]([CH2:8][CH2:9][N:10]([C:14]([O:16][C:17]([CH3:20])([CH3:19])[CH3:18])=[O:15])[CH2:11]2)=[CH:6][CH:5]=1. The yield is 0.790. The reactants are [N+:1]([C:4]1[CH:13]=[C:12]2[C:7]([CH2:8][CH2:9][N:10]([C:14]([O:16][C:17]([CH3:20])([CH3:19])[CH3:18])=[O:15])[CH2:11]2)=[CH:6][CH:5]=1)([O-])=O. (3) The reactants are [CH3:1][C:2]1[CH:15]=[C:14]2[C:5]([S:6][C:7]3[CH:8]=[C:9]([C:17]([OH:19])=O)[CH:10]=[CH:11][C:12]=3[C:13]2=[O:16])=[CH:4][CH:3]=1.S(Cl)([Cl:22])=O.CN(C)C=O. The catalyst is C1(C)C=CC=CC=1. The product is [CH3:1][C:2]1[CH:15]=[C:14]2[C:5]([S:6][C:7]3[CH:8]=[C:9]([C:17]([Cl:22])=[O:19])[CH:10]=[CH:11][C:12]=3[C:13]2=[O:16])=[CH:4][CH:3]=1. The yield is 0.850. (4) The reactants are [C:1]1([CH2:7][CH2:8][N:9]([C:21]2[S:22][C:23]([C:26]3[CH:31]=[CH:30][CH:29]=[C:28]([O:32][C:33]4[CH:38]=[CH:37][CH:36]=[C:35]([C:39]([F:42])([F:41])[F:40])[CH:34]=4)[CH:27]=3)=[N:24][N:25]=2)[C:10]2[CH:11]=[C:12]([CH:18]=[CH:19][CH:20]=2)[C:13]([O:15]CC)=[O:14])[CH:6]=[CH:5][CH:4]=[CH:3][CH:2]=1.[Li+].[OH-]. The catalyst is C1COCC1. The product is [C:1]1([CH2:7][CH2:8][N:9]([C:21]2[S:22][C:23]([C:26]3[CH:31]=[CH:30][CH:29]=[C:28]([O:32][C:33]4[CH:38]=[CH:37][CH:36]=[C:35]([C:39]([F:41])([F:42])[F:40])[CH:34]=4)[CH:27]=3)=[N:24][N:25]=2)[C:10]2[CH:11]=[C:12]([CH:18]=[CH:19][CH:20]=2)[C:13]([OH:15])=[O:14])[CH:6]=[CH:5][CH:4]=[CH:3][CH:2]=1. The yield is 0.900. (5) The reactants are [N+:1]([C:4]1[CH:5]=[C:6]([C:10]2[CH2:11][CH2:12][N:13]([CH2:16][CH2:17][CH2:18][NH:19]C(=O)OC(C)(C)C)[CH2:14][CH:15]=2)[CH:7]=[CH:8][CH:9]=1)([O-:3])=[O:2].Cl. The catalyst is O1CCOCC1. The product is [N+:1]([C:4]1[CH:5]=[C:6]([C:10]2[CH2:15][CH2:14][N:13]([CH2:16][CH2:17][CH2:18][NH2:19])[CH2:12][CH:11]=2)[CH:7]=[CH:8][CH:9]=1)([O-:3])=[O:2]. The yield is 0.970. (6) The product is [N:1]1([C:7]([C:9]2[CH:14]=[CH:13][C:12]([C@@H:15]3[O:20][CH2:19][CH2:18][NH:17][CH2:16]3)=[CH:11][CH:10]=2)=[O:8])[CH2:6][CH2:5][O:4][CH2:3][CH2:2]1. The reactants are [N:1]1([C:7]([C:9]2[CH:14]=[CH:13][C:12]([C@@H:15]3[O:20][CH2:19][CH2:18][N:17]([C@@H](C4C=CC=CC=4)C)[CH2:16]3)=[CH:11][CH:10]=2)=[O:8])[CH2:6][CH2:5][O:4][CH2:3][CH2:2]1. The catalyst is C(O)C.[OH-].[OH-].[Pd+2]. The yield is 1.00.